Dataset: Catalyst prediction with 721,799 reactions and 888 catalyst types from USPTO. Task: Predict which catalyst facilitates the given reaction. (1) Reactant: [F:1][C:2]1[CH:7]=[CH:6][C:5]([CH2:8][C:9]2[C:10]([N:16]3[CH2:22][C:21]4[CH:23]=[C:24]([C:27]5[CH:36]=[CH:35][C:30]([C:31]([O:33]C)=[O:32])=[CH:29][CH:28]=5)[CH:25]=[CH:26][C:20]=4[O:19][CH2:18][CH2:17]3)=[N:11][CH:12]=[N:13][C:14]=2[CH3:15])=[CH:4][CH:3]=1.CO.[OH-].[K+].Cl. Product: [F:1][C:2]1[CH:7]=[CH:6][C:5]([CH2:8][C:9]2[C:10]([N:16]3[CH2:22][C:21]4[CH:23]=[C:24]([C:27]5[CH:36]=[CH:35][C:30]([C:31]([OH:33])=[O:32])=[CH:29][CH:28]=5)[CH:25]=[CH:26][C:20]=4[O:19][CH2:18][CH2:17]3)=[N:11][CH:12]=[N:13][C:14]=2[CH3:15])=[CH:4][CH:3]=1. The catalyst class is: 1. (2) Reactant: [NH2:1][C@H:2]([C:4]([N:6]1[C:12](=[O:13])[CH:11]([CH3:14])[C:10]2[CH:15]=[CH:16][CH:17]=[CH:18][C:9]=2[C:8]2[C:19]([NH2:23])=[CH:20][CH:21]=[CH:22][C:7]1=2)=[O:5])[CH3:3].[CH2:24]([S:31](Cl)(=[O:33])=[O:32])[C:25]1[CH:30]=[CH:29][CH:28]=[CH:27][CH:26]=1. Product: [CH2:24]([S:31]([NH:1][C@H:2]([C:4]([N:6]1[C:12](=[O:13])[CH:11]([CH3:14])[C:10]2[CH:15]=[CH:16][CH:17]=[CH:18][C:9]=2[C:8]2[C:19]([NH2:23])=[CH:20][CH:21]=[CH:22][C:7]1=2)=[O:5])[CH3:3])(=[O:33])=[O:32])[C:25]1[CH:30]=[CH:29][CH:28]=[CH:27][CH:26]=1. The catalyst class is: 3. (3) Reactant: [O:1]1[C:5]2=[CH:6][N:7]=[C:8]([CH2:10][OH:11])[CH:9]=[C:4]2[CH2:3][CH2:2]1. Product: [O:1]1[C:5]2=[CH:6][N:7]=[C:8]([CH:10]=[O:11])[CH:9]=[C:4]2[CH2:3][CH2:2]1. The catalyst class is: 327. (4) Reactant: Cl[C:2]1[C:7]([N+:8]([O-:10])=[O:9])=[CH:6][CH:5]=[C:4]([Cl:11])[N:3]=1.C(=O)([O-])[O-].[K+].[K+].[NH2:18][C@H:19]([C:22]1[CH:27]=[CH:26][C:25]([F:28])=[CH:24][CH:23]=1)[CH2:20][OH:21]. The catalyst class is: 10. Product: [Cl:11][C:4]1[N:3]=[C:2]([NH:18][C@H:19]([C:22]2[CH:27]=[CH:26][C:25]([F:28])=[CH:24][CH:23]=2)[CH2:20][OH:21])[C:7]([N+:8]([O-:10])=[O:9])=[CH:6][CH:5]=1. (5) Reactant: [NH2:1][C:2]1[C:7]2[NH:8][C:9](=[S:16])[N:10]([CH2:11][CH2:12][CH2:13][C:14]#[CH:15])[C:6]=2[CH:5]=[CH:4][N:3]=1.[Br:17][C:18]1[C:26](I)=[CH:25][C:21]2[O:22][CH2:23][O:24][C:20]=2[CH:19]=1.CC1C=CC2C=CC3C=CC(C)=NC=3C=2N=1.O.O(C(C)(C)C)[Na]. Product: [Br:17][C:18]1[C:26]([S:16][C:9]2[N:10]([CH2:11][CH2:12][CH2:13][C:14]#[CH:15])[C:6]3[CH:5]=[CH:4][N:3]=[C:2]([NH2:1])[C:7]=3[N:8]=2)=[CH:25][C:21]2[O:22][CH2:23][O:24][C:20]=2[CH:19]=1. The catalyst class is: 122. (6) Reactant: [H-].[Al+3].[Li+].[H-].[H-].[H-].[F:7][C:8]1[CH:13]=[CH:12][C:11]([CH:14]([C:20](OCC)=[O:21])[C:15](OCC)=[O:16])=[CH:10][CH:9]=1.Cl. Product: [F:7][C:8]1[CH:9]=[CH:10][C:11]([CH:14]([CH2:20][OH:21])[CH2:15][OH:16])=[CH:12][CH:13]=1. The catalyst class is: 7. (7) Reactant: C(N(CC)CC)C.[C:8]([C:12]1[O:16][N:15]=[C:14]([NH:17][C:18](=[O:26])OC2C=CC=CC=2)[CH:13]=1)([CH3:11])([CH3:10])[CH3:9].[NH2:27][C:28]1[S:29][C:30]([Br:33])=[CH:31][N:32]=1. Product: [Br:33][C:30]1[S:29][C:28]([NH:27][C:18]([NH:17][C:14]2[CH:13]=[C:12]([C:8]([CH3:9])([CH3:10])[CH3:11])[O:16][N:15]=2)=[O:26])=[N:32][CH:31]=1. The catalyst class is: 12.